From a dataset of Catalyst prediction with 721,799 reactions and 888 catalyst types from USPTO. Predict which catalyst facilitates the given reaction. (1) Reactant: [Cl:1][C:2]1[S:6][C:5]([CH2:7][CH2:8][S:9]([NH:12][C@H:13]2[CH2:17][CH2:16][N:15]([C@H:18]([C:23]([N:25]3[CH2:30][CH2:29][O:28][CH2:27][CH2:26]3)=[O:24])[CH2:19][C:20]([NH2:22])=[O:21])[C:14]2=[O:31])(=[O:11])=[O:10])=[CH:4][CH:3]=1.CO[CH:34](OC)[N:35]([CH3:37])[CH3:36]. Product: [Cl:1][C:2]1[S:6][C:5]([CH2:7][CH2:8][S:9]([NH:12][C@H:13]2[CH2:17][CH2:16][N:15]([C@H:18]([C:23]([N:25]3[CH2:26][CH2:27][O:28][CH2:29][CH2:30]3)=[O:24])[CH2:19][C:20](/[N:22]=[CH:34]/[N:35]([CH3:37])[CH3:36])=[O:21])[C:14]2=[O:31])(=[O:10])=[O:11])=[CH:4][CH:3]=1. The catalyst class is: 3. (2) Reactant: Br[C:2]1[CH:3]=[C:4]([NH2:11])[C:5]2[N:6]([CH:8]=[CH:9][N:10]=2)[CH:7]=1.[CH3:12][C:13]1[C:18](B2OC(C)(C)C(C)(C)O2)=[CH:17][CH:16]=[CH:15][C:14]=1[NH:28][C:29]([N:31]1[CH2:35][CH2:34][CH2:33][CH2:32]1)=[O:30].C(=O)([O-])[O-].[Na+].[Na+].CO.C(Cl)Cl. Product: [NH2:11][C:4]1[C:5]2[N:6]([CH:8]=[CH:9][N:10]=2)[CH:7]=[C:2]([C:18]2[C:13]([CH3:12])=[C:14]([NH:28][C:29]([N:31]3[CH2:35][CH2:34][CH2:33][CH2:32]3)=[O:30])[CH:15]=[CH:16][CH:17]=2)[CH:3]=1. The catalyst class is: 108. (3) Reactant: [CH3:1][CH:2]([CH3:14])[C:3]([C:5]1[CH:10]=[CH:9][CH:8]=[C:7]([N+:11]([O-:13])=[O:12])[CH:6]=1)=O.O.O.[NH2:17][NH2:18]. Product: [CH3:1][CH:2]([CH3:14])[C:3]([C:5]1[CH:10]=[CH:9][CH:8]=[C:7]([N+:11]([O-:13])=[O:12])[CH:6]=1)=[N:17][NH2:18]. The catalyst class is: 6. (4) Reactant: [C:1]([C:5]1[N:13]=[C:12]2[C:8]([N:9]=[CH:10][NH:11]2)=[C:7](Cl)[N:6]=1)([CH3:4])([CH3:3])[CH3:2].[NH:15]1[CH2:19][CH2:18][C@H:17]([NH:20][C:21](=[O:23])[CH3:22])[CH2:16]1.CCN(C(C)C)C(C)C. Product: [C:1]([C:5]1[N:13]=[C:12]2[C:8]([N:9]=[CH:10][NH:11]2)=[C:7]([N:15]2[CH2:19][CH2:18][C@H:17]([NH:20][C:21](=[O:23])[CH3:22])[CH2:16]2)[N:6]=1)([CH3:4])([CH3:3])[CH3:2]. The catalyst class is: 14. (5) Product: [N:26]1[C:27]2[C:22](=[CH:21][C:20]([CH2:19][N:18]3[C:12]4[C:13](=[N:14][CH:15]=[C:10]([C:8]5[CH:7]=[N:6][N:5]([CH2:4][C:3]([OH:30])=[O:2])[CH:9]=5)[N:11]=4)[N:16]=[N:17]3)=[CH:29][CH:28]=2)[CH:23]=[CH:24][CH:25]=1. The catalyst class is: 24. Reactant: C[O:2][C:3](=[O:30])[CH2:4][N:5]1[CH:9]=[C:8]([C:10]2[N:11]=[C:12]3[N:18]([CH2:19][C:20]4[CH:21]=[C:22]5[C:27](=[CH:28][CH:29]=4)[N:26]=[CH:25][CH:24]=[CH:23]5)[N:17]=[N:16][C:13]3=[N:14][CH:15]=2)[CH:7]=[N:6]1.[Li+].[OH-].Cl. (6) Reactant: CC1(C)COB([C:8]2[CH:29]=[CH:28][C:11]3[C:12]4[N:16]([CH2:17][CH2:18][O:19][C:10]=3[CH:9]=2)[CH:15]=[C:14]([C:20]2[N:21]([CH:25]([CH3:27])[CH3:26])[N:22]=[CH:23][N:24]=2)[N:13]=4)OC1.Cl.N[OH:33].[OH-].[Na+]. Product: [CH:25]([N:21]1[C:20]([C:14]2[N:13]=[C:12]3[C:11]4[CH:28]=[CH:29][C:8]([OH:33])=[CH:9][C:10]=4[O:19][CH2:18][CH2:17][N:16]3[CH:15]=2)=[N:24][CH:23]=[N:22]1)([CH3:27])[CH3:26]. The catalyst class is: 775. (7) Reactant: [OH:1][CH2:2][C:3]1[CH:8]=[CH:7][C:6]([C:9](=[O:11])[CH3:10])=[CH:5][CH:4]=1.[C:12]([O:16][C:17](=[O:28])/[CH:18]=[CH:19]/[C:20]1[CH:25]=[CH:24][C:23]([CH:26]=O)=[CH:22][N:21]=1)([CH3:15])([CH3:14])[CH3:13].[OH-].[K+]. Product: [C:12]([O:16][C:17](=[O:28])/[CH:18]=[CH:19]/[C:20]1[CH:25]=[CH:24][C:23](/[CH:26]=[CH:10]/[C:9]([C:6]2[CH:7]=[CH:8][C:3]([CH2:2][OH:1])=[CH:4][CH:5]=2)=[O:11])=[CH:22][N:21]=1)([CH3:15])([CH3:14])[CH3:13]. The catalyst class is: 14. (8) Reactant: [Cl:1][C:2]1[C:3]([F:31])=[C:4]([CH:8]2[C:12]([C:15]3[CH:20]=[CH:19][C:18]([Cl:21])=[CH:17][C:16]=3[F:22])([C:13]#[N:14])[CH:11]([CH2:23][C:24]([CH3:27])([CH3:26])[CH3:25])[NH:10][CH:9]2[C:28]([OH:30])=O)[CH:5]=[CH:6][CH:7]=1.CN(C(ON1N=NC2C=CC=NC1=2)=[N+](C)C)C.F[P-](F)(F)(F)(F)F.CCN(C(C)C)C(C)C.[CH2:65]([O:67][C:68](=[O:76])[C:69]1[CH:74]=[CH:73][CH:72]=[C:71]([NH2:75])[CH:70]=1)[CH3:66]. Product: [CH2:65]([O:67][C:68](=[O:76])[C:69]1[CH:74]=[CH:73][CH:72]=[C:71]([NH:75][C:28]([C@H:9]2[C@H:8]([C:4]3[CH:5]=[CH:6][CH:7]=[C:2]([Cl:1])[C:3]=3[F:31])[C@:12]([C:15]3[CH:20]=[CH:19][C:18]([Cl:21])=[CH:17][C:16]=3[F:22])([C:13]#[N:14])[C@H:11]([CH2:23][C:24]([CH3:26])([CH3:25])[CH3:27])[NH:10]2)=[O:30])[CH:70]=1)[CH3:66]. The catalyst class is: 2. (9) Reactant: [F:1][C:2]1[CH:3]=[CH:4][C:5]([C:29]2[N:34]=[CH:33][CH:32]=[CH:31][N:30]=2)=[C:6]([CH:28]=1)[C:7]([N:9]1[CH2:14][CH2:13][CH2:12][C@@H:11]([CH3:15])[C@H:10]1[CH2:16][N:17]1C(=O)C2C(=CC=CC=2)C1=O)=[O:8].NN.O. Product: [NH2:17][CH2:16][C@@H:10]1[C@H:11]([CH3:15])[CH2:12][CH2:13][CH2:14][N:9]1[C:7]([C:6]1[CH:28]=[C:2]([F:1])[CH:3]=[CH:4][C:5]=1[C:29]1[N:30]=[CH:31][CH:32]=[CH:33][N:34]=1)=[O:8]. The catalyst class is: 5.